From a dataset of Forward reaction prediction with 1.9M reactions from USPTO patents (1976-2016). Predict the product of the given reaction. (1) The product is: [Cl:19][C:4]1[CH:3]=[C:2]([C:24]2[CH:25]=[CH:26][C:21]([F:20])=[CH:22][CH:23]=2)[CH:18]=[CH:17][C:5]=1[C:6]([NH:8][NH:9][C:10]([O:12][C:13]([CH3:16])([CH3:15])[CH3:14])=[O:11])=[O:7]. Given the reactants Br[C:2]1[CH:18]=[CH:17][C:5]([C:6]([NH:8][NH:9][C:10]([O:12][C:13]([CH3:16])([CH3:15])[CH3:14])=[O:11])=[O:7])=[C:4]([Cl:19])[CH:3]=1.[F:20][C:21]1[CH:26]=[CH:25][C:24](B(O)O)=[CH:23][CH:22]=1.C(=O)([O-])[O-].[K+].[K+], predict the reaction product. (2) Given the reactants [F:1][C:2]1[CH:10]=[CH:9][CH:8]=[C:7]2[C:3]=1[CH:4]=[CH:5][N:6]2[S:11]([C:14]1[CH:19]=[CH:18][C:17]([O:20][CH3:21])=[C:16]([N:22]2[CH2:27][CH2:26][NH:25][CH2:24][CH2:23]2)[CH:15]=1)(=[O:13])=[O:12].[C:28]([BH3-])#N.[Na+].C=O, predict the reaction product. The product is: [F:1][C:2]1[CH:10]=[CH:9][CH:8]=[C:7]2[C:3]=1[CH:4]=[CH:5][N:6]2[S:11]([C:14]1[CH:19]=[CH:18][C:17]([O:20][CH3:21])=[C:16]([N:22]2[CH2:27][CH2:26][N:25]([CH3:28])[CH2:24][CH2:23]2)[CH:15]=1)(=[O:13])=[O:12].